Task: Predict the product of the given reaction.. Dataset: Forward reaction prediction with 1.9M reactions from USPTO patents (1976-2016) (1) Given the reactants [Cl:1][C:2]1[CH:7]=[N:6][C:5]([CH3:8])=[CH:4][N:3]=1.[Br:9]N1C(=O)CCC1=O.S([O-])([O-])(=O)=S.[Na+].[Na+], predict the reaction product. The product is: [Br:9][CH2:8][C:5]1[CH:4]=[N:3][C:2]([Cl:1])=[CH:7][N:6]=1. (2) Given the reactants C(OC([N:8]1[CH2:13][CH2:12][N:11]([C:14]([C:16]2[C:17]3[C:32]([CH2:33][CH3:34])=[N:31][NH:30][C:18]=3[N:19]=[C:20]([C:22]3[CH:27]=[CH:26][C:25]([OH:28])=[C:24]([F:29])[CH:23]=3)[CH:21]=2)=[O:15])[CH2:10][CH2:9]1)=O)(C)(C)C.Cl.C(OCC)C, predict the reaction product. The product is: [CH2:33]([C:32]1[C:17]2[C:18](=[N:19][C:20]([C:22]3[CH:27]=[CH:26][C:25]([OH:28])=[C:24]([F:29])[CH:23]=3)=[CH:21][C:16]=2[C:14]([N:11]2[CH2:12][CH2:13][NH:8][CH2:9][CH2:10]2)=[O:15])[NH:30][N:31]=1)[CH3:34]. (3) Given the reactants [F:1][C:2]([F:7])([F:6])[C:3]([OH:5])=[O:4].N[C@H]1COC2C=C(C)C=CC=2NC1=O.C(OC([NH:29][C@@H:30]([C@@H:34]([OH:36])[CH3:35])[C:31](O)=[O:32])=O)(C)(C)C.F[C:38]1[CH:43]=[CH:42][C:41]([C:44]([F:47])([F:46])[F:45])=[CH:40][C:39]=1[N+:48]([O-])=O, predict the reaction product. The product is: [F:1][C:2]([F:7])([F:6])[C:3]([OH:5])=[O:4].[NH2:29][C@H:30]1[C@H:34]([CH3:35])[O:36][C:38]2[CH:43]=[CH:42][C:41]([C:44]([F:47])([F:46])[F:45])=[CH:40][C:39]=2[NH:48][C:31]1=[O:32].